This data is from Full USPTO retrosynthesis dataset with 1.9M reactions from patents (1976-2016). The task is: Predict the reactants needed to synthesize the given product. (1) Given the product [Cl:1][C:2]1[N:7]=[C:6]([NH:19][C:11]2[CH:12]=[C:13]3[C:17](=[CH:18][C:10]=2[F:9])[NH:16][N:15]=[CH:14]3)[CH:5]=[CH:4][N:3]=1, predict the reactants needed to synthesize it. The reactants are: [Cl:1][C:2]1[N:7]=[C:6](Cl)[CH:5]=[CH:4][N:3]=1.[F:9][C:10]1[CH:18]=[C:17]2[C:13]([CH:14]=[N:15][NH:16]2)=[CH:12][C:11]=1[NH2:19].C([O-])([O-])=O.[Na+].[Na+]. (2) Given the product [CH:14]1[N:13]=[C:12]([Cl:11])[N:19]=[C:18]2[C:23]([N:21]=[CH:20][NH:1][C:15]=12)=[O:24], predict the reactants needed to synthesize it. The reactants are: [NH2:1][C@H]1CC[C@H](O)CC1.[H-].[Na+].[Cl:11][C:12]1C=C[C:15]([C:18]#[N:19])=[CH:14][N:13]=1.[CH3:20][N:21]([CH:23]=[O:24])C. (3) Given the product [CH:1]1([C:5]2[C:14]([C:15]3[NH:16][C:17]([CH2:20][O:21][CH3:22])=[CH:18][N:19]=3)=[CH:13][C:8]([C:9]([OH:11])=[O:10])=[C:7]([CH3:23])[CH:6]=2)[CH2:2][CH2:3][CH2:4]1, predict the reactants needed to synthesize it. The reactants are: [CH:1]1([C:5]2[C:14]([C:15]3[NH:16][C:17]([CH2:20][O:21][CH3:22])=[CH:18][N:19]=3)=[CH:13][C:8]([C:9]([O:11]C)=[O:10])=[C:7]([CH3:23])[CH:6]=2)[CH2:4][CH2:3][CH2:2]1.[OH-].[Na+].